This data is from Reaction yield outcomes from USPTO patents with 853,638 reactions. The task is: Predict the reaction yield, written as a fraction of the theoretical maximum amount of product (1.0 means a 100% yield; for example, 0.34 means a 34% yield). (1) The reactants are P(Cl)(Cl)(Cl)(Cl)Cl.COC1C=CC(C[O:14][C:15]([C:17]2[N:22]3[C:23](=[O:35])[CH:24]([NH:25]C(=O)CC4C=CC=CC=4)[C@H:21]3[S:20][CH2:19][C:18]=2[CH:36]=[CH:37][CH3:38])=[O:16])=CC=1.C(O)C(O)C.C1(C)C(O)=CC=CC=1. The catalyst is O.N1C=CC=CC=1.C(Cl)Cl. The product is [NH2:25][CH:24]1[C:23](=[O:35])[N:22]2[C:17]([C:15]([OH:16])=[O:14])=[C:18]([CH:36]=[CH:37][CH3:38])[CH2:19][S:20][C@H:21]12. The yield is 0.800. (2) The reactants are [NH2:1][C:2]1[N:23]=[C:22](Cl)[CH:21]=[CH:20][C:3]=1[C:4]([NH:6][CH2:7][C:8]1[S:9][C:10]([O:13][C:14]2[CH:19]=[CH:18][CH:17]=[CH:16][CH:15]=2)=[CH:11][CH:12]=1)=[O:5].C1C=CC(CC(NCN[C@H](C(O)=O)CC2[CH:44]=[CH:43][C:42]([N+:45]([O-])=O)=CC=2)=O)=CC=1.C1(N)CC1. The catalyst is CS(C)=O.C(N(CC)C(C)C)(C)C.[Cl-].[Na+].O. The product is [NH2:1][C:2]1[N:23]=[C:22]([NH:45][CH:42]2[CH2:44][CH2:43]2)[CH:21]=[CH:20][C:3]=1[C:4]([NH:6][CH2:7][C:8]1[S:9][C:10]([O:13][C:14]2[CH:19]=[CH:18][CH:17]=[CH:16][CH:15]=2)=[CH:11][CH:12]=1)=[O:5]. The yield is 0.475.